From a dataset of Catalyst prediction with 721,799 reactions and 888 catalyst types from USPTO. Predict which catalyst facilitates the given reaction. (1) Reactant: [C:1]([C:3]1[CH:8]=[CH:7][C:6]([CH:9]2[N:14]3[N:15]=[C:16]([O:18][CH3:19])[N:17]=[C:13]3[NH:12][C:11]([CH3:20])=[C:10]2[C:21]([O:23][CH2:24][CH3:25])=[O:22])=[CH:5][CH:4]=1)#[N:2].[F:26][C:27]([F:38])([F:37])[C:28]1[CH:29]=[C:30](B(O)O)[CH:31]=[CH:32][CH:33]=1.N1C=CC=CC=1.C(N(CC)CC)C. Product: [C:1]([C:3]1[CH:8]=[CH:7][C:6]([CH:9]2[N:14]3[N:15]=[C:16]([O:18][CH3:19])[N:17]=[C:13]3[N:12]([C:32]3[CH:31]=[CH:30][CH:29]=[C:28]([C:27]([F:38])([F:37])[F:26])[CH:33]=3)[C:11]([CH3:20])=[C:10]2[C:21]([O:23][CH2:24][CH3:25])=[O:22])=[CH:5][CH:4]=1)#[N:2]. The catalyst class is: 732. (2) Reactant: [Br:1][C:2]1[C:3]([C:29]2[CH:30]=[N:31][C:32]([C:35]([F:38])([F:37])[F:36])=[N:33][CH:34]=2)=[CH:4][C:5]([CH2:11][NH:12][C:13]([C@H:15]2[N:19](C(OC(C)(C)C)=O)[C@@H:18]([CH3:27])[C@H:17]([F:28])[CH2:16]2)=[O:14])=[N:6][C:7]=1[CH:8]1[CH2:10][CH2:9]1.Cl. Product: [Br:1][C:2]1[C:3]([C:29]2[CH:30]=[N:31][C:32]([C:35]([F:37])([F:36])[F:38])=[N:33][CH:34]=2)=[CH:4][C:5]([CH2:11][NH:12][C:13]([C@@H:15]2[CH2:16][C@@H:17]([F:28])[C@H:18]([CH3:27])[NH:19]2)=[O:14])=[N:6][C:7]=1[CH:8]1[CH2:10][CH2:9]1. The catalyst class is: 12. (3) Reactant: [CH2:1]([N:8]1[CH2:13][CH2:12][O:11][CH:10]([CH2:14][NH2:15])[CH2:9]1)[C:2]1[CH:7]=[CH:6][CH:5]=[CH:4][CH:3]=1.C1C=CC2N(O)N=NC=2C=1.C(Cl)CCl.[C:30]([NH:37][C@H:38]([C:43](O)=[O:44])[CH2:39][CH:40]([CH3:42])[CH3:41])([O:32][C:33]([CH3:36])([CH3:35])[CH3:34])=[O:31].C(N(CC)CC)C. Product: [CH3:35][C:33]([O:32][C:30]([NH:37][C@H:38]([C:43]([NH:15][CH2:14][CH:10]1[O:11][CH2:12][CH2:13][N:8]([CH2:1][C:2]2[CH:3]=[CH:4][CH:5]=[CH:6][CH:7]=2)[CH2:9]1)=[O:44])[CH2:39][CH:40]([CH3:41])[CH3:42])=[O:31])([CH3:34])[CH3:36]. The catalyst class is: 2. (4) Reactant: [Cl:1][C:2]1[CH:29]=[CH:28][C:5]([CH2:6][N:7]2[C:12](SCC)=[N:11][C:10](=[O:16])[N:9]([CH2:17][C@@H:18]([C:23]([O:25][CH3:26])=[O:24])[O:19][CH2:20][O:21][CH3:22])[C:8]2=[O:27])=[CH:4][CH:3]=1.[CH3:30][C:31]1[CH:32]=[C:33]([CH:35]=[CH:36][C:37]=1[O:38][CH:39]([CH3:41])[CH3:40])[NH2:34].C(O)(=O)C.C(=O)(O)[O-].[Na+]. Product: [Cl:1][C:2]1[CH:3]=[CH:4][C:5]([CH2:6][N:7]2[C:12](=[N:34][C:33]3[CH:35]=[CH:36][C:37]([O:38][CH:39]([CH3:40])[CH3:41])=[C:31]([CH3:30])[CH:32]=3)[NH:11][C:10](=[O:16])[N:9]([CH2:17][C@@H:18]([C:23]([O:25][CH3:26])=[O:24])[O:19][CH2:20][O:21][CH3:22])[C:8]2=[O:27])=[CH:28][CH:29]=1. The catalyst class is: 107.